This data is from Peptide-MHC class I binding affinity with 185,985 pairs from IEDB/IMGT. The task is: Regression. Given a peptide amino acid sequence and an MHC pseudo amino acid sequence, predict their binding affinity value. This is MHC class I binding data. (1) The peptide sequence is QMYKTPTLKY. The MHC is HLA-A29:02 with pseudo-sequence HLA-A29:02. The binding affinity (normalized) is 0.823. (2) The peptide sequence is ETTQALQLF. The MHC is HLA-A02:01 with pseudo-sequence HLA-A02:01. The binding affinity (normalized) is 0.0847.